Dataset: Catalyst prediction with 721,799 reactions and 888 catalyst types from USPTO. Task: Predict which catalyst facilitates the given reaction. Reactant: [F:1][C:2]1[CH:7]=[CH:6][C:5]([C:8]2[O:9][C:10]3[CH:21]=[C:20]([N+:22]([O-:24])=[O:23])[C:19]([C:25]4[CH:26]=[CH:27][C:28]([O:35][CH3:36])=[C:29]([CH:34]=4)[C:30]([O:32]C)=[O:31])=[CH:18][C:11]=3[C:12]=2[C:13]2[NH:14][CH:15]=[CH:16][N:17]=2)=[CH:4][CH:3]=1.O.[OH-].[Na+]. Product: [F:1][C:2]1[CH:7]=[CH:6][C:5]([C:8]2[O:9][C:10]3[CH:21]=[C:20]([N+:22]([O-:24])=[O:23])[C:19]([C:25]4[CH:26]=[CH:27][C:28]([O:35][CH3:36])=[C:29]([CH:34]=4)[C:30]([OH:32])=[O:31])=[CH:18][C:11]=3[C:12]=2[C:13]2[NH:17][CH:16]=[CH:15][N:14]=2)=[CH:4][CH:3]=1. The catalyst class is: 1.